This data is from Full USPTO retrosynthesis dataset with 1.9M reactions from patents (1976-2016). The task is: Predict the reactants needed to synthesize the given product. (1) Given the product [CH2:1]([C:8]1[N:20]=[C:19]2[N:10]([C:11]([Cl:25])=[N:12][C:13]3[CH:14]=[CH:15][C:16]([Cl:21])=[CH:17][C:18]=32)[N:9]=1)[C:2]1[CH:7]=[CH:6][CH:5]=[CH:4][CH:3]=1, predict the reactants needed to synthesize it. The reactants are: [CH2:1]([C:8]1[N:20]=[C:19]2[N:10]([C:11](=O)[NH:12][C:13]3[CH:14]=[CH:15][C:16]([Cl:21])=[CH:17][C:18]=32)[N:9]=1)[C:2]1[CH:7]=[CH:6][CH:5]=[CH:4][CH:3]=1.O=P(Cl)(Cl)[Cl:25]. (2) Given the product [Cl:1][C:2]1[CH:3]=[C:4]2[C:9](=[CH:10][CH:11]=1)[CH2:8][N:7]([C:20]([C:19]1[CH:23]=[C:24]([N+:27]([O-:29])=[O:28])[CH:25]=[CH:26][C:18]=1[N:12]1[CH2:17][CH2:16][O:15][CH2:14][CH2:13]1)=[O:21])[CH2:6][CH2:5]2, predict the reactants needed to synthesize it. The reactants are: [Cl:1][C:2]1[CH:3]=[C:4]2[C:9](=[CH:10][CH:11]=1)[CH2:8][NH:7][CH2:6][CH2:5]2.[N:12]1([C:18]2[CH:26]=[CH:25][C:24]([N+:27]([O-:29])=[O:28])=[CH:23][C:19]=2[C:20](O)=[O:21])[CH2:17][CH2:16][O:15][CH2:14][CH2:13]1. (3) The reactants are: Br[CH2:2][CH2:3][CH2:4][CH2:5][O:6][C:7]1[CH:8]=[CH:9][C:10]2[C:14]([C:15]3[CH:20]=[CH:19][C:18]([Br:21])=[CH:17][CH:16]=3)=[CH:13][S:12][C:11]=2[CH:22]=1.[NH:23]([CH2:27][CH2:28][OH:29])[CH2:24][CH2:25][OH:26]. Given the product [Br:21][C:18]1[CH:19]=[CH:20][C:15]([C:14]2[C:10]3[CH:9]=[CH:8][C:7]([O:6][CH2:5][CH2:4][CH2:3][CH2:2][N:23]([CH2:27][CH2:28][OH:29])[CH2:24][CH2:25][OH:26])=[CH:22][C:11]=3[S:12][CH:13]=2)=[CH:16][CH:17]=1, predict the reactants needed to synthesize it. (4) Given the product [NH:29]1[C:30]2[C:26](=[C:25]([CH2:23][NH:1][C:4]3[C:5]4[CH:6]=[CH:7][C:8]([NH:22][CH2:21][C:19]5[O:20][C:16]([CH3:15])=[CH:17][CH:18]=5)=[N:9][C:10]=4[CH:11]=[CH:12][CH:13]=3)[CH:33]=[CH:32][CH:31]=2)[CH:27]=[CH:28]1, predict the reactants needed to synthesize it. The reactants are: [N+:1]([C:4]1[CH:13]=[CH:12][CH:11]=[C:10]2[C:5]=1[CH:6]=[CH:7][C:8](Cl)=[N:9]2)([O-])=O.[CH3:15][C:16]1[O:20][C:19]([CH2:21][NH2:22])=[CH:18][CH:17]=1.[CH:23]([C:25]1[CH:33]=[CH:32][CH:31]=[C:30]2[C:26]=1[CH:27]=[CH:28][NH:29]2)=O. (5) Given the product [OH:1][CH:2]1[CH2:8][CH2:7][CH2:6][N:5]([C:9]([O:11][CH2:12][C:13]2[CH:18]=[CH:17][CH:16]=[CH:15][CH:14]=2)=[O:10])[CH2:4][CH2:3]1, predict the reactants needed to synthesize it. The reactants are: [O:1]=[C:2]1[CH2:8][CH2:7][CH2:6][N:5]([C:9]([O:11][CH2:12][C:13]2[CH:18]=[CH:17][CH:16]=[CH:15][CH:14]=2)=[O:10])[CH2:4][CH2:3]1.[BH4-].[Na+].Cl.